From a dataset of Reaction yield outcomes from USPTO patents with 853,638 reactions. Predict the reaction yield, written as a fraction of the theoretical maximum amount of product (1.0 means a 100% yield; for example, 0.34 means a 34% yield). (1) The reactants are Cl[C:2]1[N:3]([C:18]2[CH:23]=[CH:22][CH:21]=[CH:20][CH:19]=2)[C:4](=[O:17])[C:5]2[C:10]([C:11]3[CH:16]=[CH:15][CH:14]=[CH:13][CH:12]=3)=[CH:9][S:8][C:6]=2[N:7]=1.Cl.[CH2:25]([O:27][C:28](=[O:32])[CH2:29][NH:30][CH3:31])[CH3:26].C(N(CC)CC)C. The catalyst is [Cl-].[Na+].O.C(O)C.C(#N)C. The product is [CH2:25]([O:27][C:28](=[O:32])[CH2:29][N:30]([CH3:31])[C:2]1[N:3]([C:18]2[CH:23]=[CH:22][CH:21]=[CH:20][CH:19]=2)[C:4](=[O:17])[C:5]2[C:10]([C:11]3[CH:16]=[CH:15][CH:14]=[CH:13][CH:12]=3)=[CH:9][S:8][C:6]=2[N:7]=1)[CH3:26]. The yield is 0.940. (2) The reactants are [CH2:1]([O:8][C:9]1[C:10](=[O:23])[CH:11]=[C:12](C(O)=O)[N:13]([CH2:15][C:16]([F:19])([F:18])[F:17])[CH:14]=1)[C:2]1[CH:7]=[CH:6][CH:5]=[CH:4][CH:3]=1. The catalyst is CN(C=O)C. The product is [CH2:1]([O:8][C:9]1[C:10](=[O:23])[CH:11]=[CH:12][N:13]([CH2:15][C:16]([F:19])([F:18])[F:17])[CH:14]=1)[C:2]1[CH:3]=[CH:4][CH:5]=[CH:6][CH:7]=1. The yield is 0.690.